This data is from Experimentally validated miRNA-target interactions with 360,000+ pairs, plus equal number of negative samples. The task is: Binary Classification. Given a miRNA mature sequence and a target amino acid sequence, predict their likelihood of interaction. (1) The miRNA is hsa-miR-642b-5p with sequence GGUUCCCUCUCCAAAUGUGUCU. The protein sequence of the target gene is MAARPAFGIVRQLLRSNARGCSSGAPVTQPRPGEPSRPTREGLSLRLQFLQEHAAPFSAFLTDSFGRQHSYLRISLTEKCNLRCQYCMPEEGVPLTPKADLLTTEEILTLARLFVKEGVDKIRLTGGEPLIRPDVVDIVARLHGLEGLRTIGLTTNGINLARLLPRLQQAGLNAVNISLDTLVPAKFEFIVRRKGFHKVMEGIHKAIELGYKPVKVNCVVMRGLNEDELLDFVALTEGLPLDVRFIEYMPFDGNKWNFKKMVSYKEMLDTIRQRWPGLEKLPEEDSSTAKAFKIPGFQGQ.... Result: 0 (no interaction). (2) The miRNA is hsa-miR-149-5p with sequence UCUGGCUCCGUGUCUUCACUCCC. Result: 1 (interaction). The protein sequence of the target gene is MLRTSVLRLLGRTGASRLSLLEDFGPRYYSSGSLSAGDDACDVRAYFTTPIFYVNAAPHIGHLYSALLADALCRHRRLRGPSTAATRFSTGTDEHGLKIQQAAATAGLAPTELCDRVSEQFQQLFQEAGISCTDFIRTTEARHRVAVQHFWGVLKSRGLLYKGVYEGWYCASDECFLPEAKVTQQPGPSGDSFPVSLESGHPVSWTKEENYIFRLSQFRKPLQRWLRGNPQAITPEPFHHVVLQWLDEELPDLSVSRRSSHLHWGIPVPGDDSQTIYVWLDALVNYLTVIGYPNAEFKSW.... (3) The miRNA is mmu-miR-3074-2-3p with sequence UGUUUCAGCUCAGUAGGCAC. The protein sequence of the target gene is MSFRKVNIIIWVLAVVLFLLVLHHNFLSLSSLLKNDISDSGIVGLQPIDFVASAHQHPVSERQEEIPVVIAASEDRLGGTIAAINSVHQNTRSNVMFYIVTFNSTADHLRSWLNSGSLKSIRYKIVNFDTKLLEGKVKQDPDQGESMKPLTFARFYLPILVPSAKKAIYMDDDVIVQGDILALYNTPLKPGHAAAFSEDCDSASTKVIIRGAGNQYNYIGYLDYKKERIRKLSMKASTCSFNPGVFVANLTEWKRQNVTNQLEKWMKLNVEEGLYSRTLAGSITTPPLLIVFYQQHSTID.... Result: 0 (no interaction). (4) The miRNA is hsa-miR-639 with sequence AUCGCUGCGGUUGCGAGCGCUGU. The protein sequence of the target gene is MEAVKTFNSELYSLNDYKPPISKAKMTQITKAAIKAIKFYKHVVQSVEKFIQKCKPEYKVPGLYVIDSIVRQSRHQFGQEKDVFAPRFSNNIISTFQNLYRCPGDDKSKIVRVLNLWQKNNVFKSEIIQPLLDMAAGIPPPVVTPVLASTTAAMSNTPGTPVTPVTPANVVQGLPDPWVSQIANTDTLAAVAQILQSPQGQQLQQLIQTLQIQQQKPQPSILQALDAGLVVQLQALTAQLTAAAAAANTLTPLDQGVSFNKKLMDRFDFGEDSEHSEESKKEMPTPQLSHVSESVNNSIF.... Result: 0 (no interaction). (5) The miRNA is rno-miR-327 with sequence CCUUGAGGGGCAUGAGGGU. The protein sequence of the target gene is MNEQSEKNNSIQERHTDHSFPEKNCQIGQKQLQQIERQLKCLAFRNPGPQVADFNPETRQQKKKARMSKMNEYFSTKYKIMRKYDKSGRLICNDADLCDCLEKNCLGCFYPCPKCNSNKCGPECRCNRRWVYDAIVTESGEVISTLPFNVPD. Result: 0 (no interaction). (6) The miRNA is mmu-miR-450b-3p with sequence AUUGGGAACAUUUUGCAUGCAU. The protein sequence of the target gene is MFPALETHLKQTIPDPYEDFMYRHLQYYGYFKAQRGSLPNSATHQHVRKNNPQCLLNGSLGEKDDLIPDTLQKEKLLWPISLSSAVHRQIEAINRDFHSCLGWMQWRGLSSLQPPPPRFKDSPASAFRVAGITDSHMLSLPHLRSRQLLYDELDEVNPRLREPQELFSILSTKRPLQAPRWPIECEVIKENIHHIEWAPPQPEYFYQPKGNEKVPEIVGEKKGTVVYQLDSVPIEGSYFTSSRVGGKRGIVKELAVTLQGPEDNTLLFESRFESGNLQKAVRVDTYEYELTLRTDLYTNK.... Result: 0 (no interaction). (7) The miRNA is mmu-miR-344b-3p with sequence CAUUUAGCCAAAGCCUGACUGU. The protein sequence of the target gene is MAERESGGLGGGAASPPAASPFLGLHIASPPNFRLTHDISLEEFEDEDLSEITDECGISLQCKDTLSLRPPRAGLLSAGGGGAGSRLQAEMLQMDLIDATGDTPGAEDDEEDDDEERAARRPGAGPPKAESGQEPASRGQGQSQGQSQGPGSGDTYRPKRPTTLNLFPQVPRSQDTLNNNSLGKKHSWQDRVSRSSSPLKTGEQTPPHEHICLSDELPPQSGPAPTTDRGTSTDSPCRRSTATQMAPPGGPPAAPPGGRGHSHRDRIHYQADVRLEATEEIYLTPVQRPPDAAEPTSAFL.... Result: 0 (no interaction). (8) The miRNA is hsa-miR-6801-5p with sequence UGGUCAGAGGCAGCAGGAAAUGA. The protein sequence of the target gene is MEWGPGAGWSRGEAAGVDRGKAGLGLGGRPPPQPPRDERAQQLLDAVEQRQRQLLDTIAACEEMLRQLGRRRPEPAGGGNGSAKSGAPPQPSVSARGGLPKDAGDGASES. Result: 0 (no interaction).